This data is from Reaction yield outcomes from USPTO patents with 853,638 reactions. The task is: Predict the reaction yield, written as a fraction of the theoretical maximum amount of product (1.0 means a 100% yield; for example, 0.34 means a 34% yield). (1) The reactants are CO[CH:3]([O:11]C)[C:4]1[CH:9]=[CH:8][C:7](Br)=[CH:6][CH:5]=1.C(OCC)C.C([Li])CCC.[CH3:23][C:24]1[O:30][C:27]([CH:28]=[O:29])=[CH:26][CH:25]=1. The catalyst is C(OCC)(=O)C.O. The product is [OH:29][CH:28]([C:27]1[O:30][C:24]([CH3:23])=[CH:25][CH:26]=1)[C:7]1[CH:6]=[CH:5][C:4]([CH:3]=[O:11])=[CH:9][CH:8]=1. The yield is 0.120. (2) The reactants are Cl[C:2]1[C:7]([CH3:8])=[C:6]([N:9]([C:17]2[CH:22]=[CH:21][C:20]([O:23][CH2:24][CH3:25])=[C:19]([N+:26]([O-:28])=[O:27])[CH:18]=2)[C:10](=[O:16])[O:11][C:12]([CH3:15])([CH3:14])[CH3:13])[N:5]2[N:29]=[CH:30][CH:31]=[C:4]2[N:3]=1.[NH2:32][CH:33]1[CH2:38][CH2:37][CH2:36][N:35]([C:39]([O:41][C:42]([CH3:45])([CH3:44])[CH3:43])=[O:40])[CH2:34]1. The catalyst is C(#N)C. The product is [C:12]([O:11][C:10]([N:9]([C:17]1[CH:22]=[CH:21][C:20]([O:23][CH2:24][CH3:25])=[C:19]([N+:26]([O-:28])=[O:27])[CH:18]=1)[C:6]1[N:5]2[N:29]=[CH:30][CH:31]=[C:4]2[N:3]=[C:2]([NH:32][CH:33]2[CH2:38][CH2:37][CH2:36][N:35]([C:39]([O:41][C:42]([CH3:45])([CH3:44])[CH3:43])=[O:40])[CH2:34]2)[C:7]=1[CH3:8])=[O:16])([CH3:15])([CH3:14])[CH3:13]. The yield is 0.700. (3) The reactants are C(OC([NH:8][CH2:9][C:10]([NH:12][CH2:13][CH2:14][CH2:15][C@H:16]([N:33]([CH3:46])[C:34]([NH:36][CH2:37][C:38]1[CH:43]=[CH:42][CH:41]=[C:40]([F:44])[C:39]=1[Cl:45])=[O:35])[CH2:17][O:18][C:19](=[O:32])[NH:20][C:21]1[N:22]=[CH:23][C:24]2[C:29]([CH:30]=1)=[CH:28][C:27]([F:31])=[CH:26][CH:25]=2)=[O:11])=O)(C)(C)C.C(O)(C(F)(F)F)=O. The catalyst is C(Cl)Cl. The product is [F:31][C:27]1[CH:28]=[C:29]2[C:24](=[CH:25][CH:26]=1)[CH:23]=[N:22][C:21]([NH:20][C:19](=[O:32])[O:18][CH2:17][C@@H:16]([N:33]([CH3:46])[C:34]([NH:36][CH2:37][C:38]1[CH:43]=[CH:42][CH:41]=[C:40]([F:44])[C:39]=1[Cl:45])=[O:35])[CH2:15][CH2:14][CH2:13][NH:12][C:10](=[O:11])[CH2:9][NH2:8])=[CH:30]2. The yield is 0.790. (4) The reactants are [CH2:1]([Mg]Br)[CH3:2].[Cl:5][C:6]1[CH:7]=[CH:8][C:9]([CH:27]=[O:28])=[C:10]2[C:14]=1[N:13]=[C:12]1[N:15]([C:19]3[CH:24]=[CH:23][C:22]([Cl:25])=[CH:21][C:20]=3[Cl:26])[CH2:16][CH2:17][CH2:18][N:11]21. The catalyst is O1CCCC1. The product is [Cl:5][C:6]1[C:14]2[N:13]=[C:12]3[N:15]([C:19]4[CH:24]=[CH:23][C:22]([Cl:25])=[CH:21][C:20]=4[Cl:26])[CH2:16][CH2:17][CH2:18][N:11]3[C:10]=2[C:9]([CH:27]([OH:28])[CH2:1][CH3:2])=[CH:8][CH:7]=1. The yield is 0.920. (5) The reactants are [C:1](Cl)(=[O:8])[C:2]1[CH:7]=[CH:6][CH:5]=[N:4][CH:3]=1.[CH2:10]([NH:17][C:18]([C:20]1[S:24][C:23]([NH2:25])=[N:22][C:21]=1[CH3:26])=[O:19])[C:11]1[CH:16]=[CH:15][CH:14]=[CH:13][CH:12]=1. No catalyst specified. The product is [CH2:10]([NH:17][C:18]([C:20]1[S:24][C:23]([NH:25][C:1](=[O:8])[C:2]2[CH:7]=[CH:6][CH:5]=[N:4][CH:3]=2)=[N:22][C:21]=1[CH3:26])=[O:19])[C:11]1[CH:16]=[CH:15][CH:14]=[CH:13][CH:12]=1. The yield is 0.330. (6) The yield is 0.854. The catalyst is C(Cl)Cl. The product is [CH:1]([C@@H:4]1[C:9](=[O:10])[N:8]([C:11]2[CH:16]=[C:15]([S:45]([CH3:33])(=[O:48])=[O:44])[C:14]([C:19]([O:21][CH3:22])=[O:20])=[CH:13][C:12]=2[N+:23]([O-:25])=[O:24])[CH2:7][CH2:6][N:5]1[C:26]([O:28][C:29]([CH3:32])([CH3:30])[CH3:31])=[O:27])([CH3:3])[CH3:2]. The reactants are [CH:1]([C@@H:4]1[C:9](=[O:10])[N:8]([C:11]2[CH:16]=[C:15](SC)[C:14]([C:19]([O:21][CH3:22])=[O:20])=[CH:13][C:12]=2[N+:23]([O-:25])=[O:24])[CH2:7][CH2:6][N:5]1[C:26]([O:28][C:29]([CH3:32])([CH3:31])[CH3:30])=[O:27])([CH3:3])[CH3:2].[CH:33]1C=C(Cl)C=C(C(OO)=O)C=1.[O-:44][S:45]([O-:48])(=S)=O.[Na+].[Na+]. (7) The reactants are [C:1]([C:3]1[CH:22]=[C:21]([N+:23]([O-])=O)[CH:20]=[CH:19][C:4]=1[O:5][C:6]1[CH:7]=[C:8]([NH:12][C:13](=[O:18])[C:14]([F:17])([F:16])[F:15])[CH:9]=[CH:10][CH:11]=1)#[N:2].CO. The catalyst is CN1CCCC1=O.[C].[Pd]. The product is [NH2:23][C:21]1[CH:20]=[CH:19][C:4]([O:5][C:6]2[CH:7]=[C:8]([NH:12][C:13](=[O:18])[C:14]([F:15])([F:16])[F:17])[CH:9]=[CH:10][CH:11]=2)=[C:3]([C:1]#[N:2])[CH:22]=1. The yield is 0.970. (8) The reactants are C(OC(=O)[NH:7][C:8]1[C:17]2[C:12](=[CH:13][CH:14]=[C:15]([O:18][CH2:19][CH3:20])[CH:16]=2)[CH:11]=[CH:10][CH:9]=1)(C)(C)C.Cl.C(OC(C)C)(C)C. The catalyst is O1CCOCC1. The product is [CH2:19]([O:18][C:15]1[CH:16]=[C:17]2[C:12]([CH:11]=[CH:10][CH:9]=[C:8]2[NH2:7])=[CH:13][CH:14]=1)[CH3:20]. The yield is 0.863. (9) The reactants are [O:1](S(C(F)(F)F)(=O)=O)[S:2]([C:5]([F:8])([F:7])[F:6])(=[O:4])=[O:3].[CH3:16][N:17]([CH3:29])[C@@H:18]1[CH2:27][CH2:26][C:25]2[C:24](O)=[CH:23][CH:22]=[CH:21][C:20]=2[CH2:19]1.CCN(CC)CC. The catalyst is C(Cl)Cl.[Cl-].[Na+].O. The product is [F:6][C:5]([F:8])([F:7])[S:2]([O:1][C:24]1[C:25]2[CH2:26][CH2:27][C@@H:18]([N:17]([CH3:29])[CH3:16])[CH2:19][C:20]=2[CH:21]=[CH:22][CH:23]=1)(=[O:4])=[O:3]. The yield is 0.710.